The task is: Predict the product of the given reaction.. This data is from Forward reaction prediction with 1.9M reactions from USPTO patents (1976-2016). (1) Given the reactants [CH2:1]([NH:3][CH2:4][CH3:5])[CH3:2].[CH2:6]=[CH:7][C:8](=[CH2:10])[CH3:9].[CH2:11]([Li])[CH2:12][CH2:13]C.O.[CH3:17][CH2:18]CCCC, predict the reaction product. The product is: [CH2:1]([N:3]([CH2:17][CH3:18])[CH2:4][CH3:5])/[CH:2]=[C:12](\[CH2:11][CH2:6][CH:7]=[C:8]([CH3:9])[CH3:10])/[CH3:13]. (2) Given the reactants [NH2:1][C@:2]12[CH2:37][CH2:36][C@@H:35]([CH:38]([CH3:40])[CH3:39])[C@@H:3]1[C@@H:4]1[C@@:17]([CH3:20])([CH2:18][CH2:19]2)[C@@:16]2([CH3:21])[C@@H:7]([C@:8]3([CH3:34])[C@@H:13]([CH2:14][CH2:15]2)[C:12]([CH3:23])([CH3:22])[C@@H:11]([C:24]2[CH:33]=[CH:32][C:27]([C:28]([O:30][CH3:31])=[O:29])=[CH:26][CH:25]=2)[CH2:10][CH2:9]3)[CH2:6][CH2:5]1.Cl[CH2:42][CH2:43][N:44]1[CH2:49][CH2:48][S:47](=[O:51])(=[O:50])[CH2:46][CH2:45]1.P([O-])([O-])([O-])=O.[K+].[K+].[K+].[I-].[K+], predict the reaction product. The product is: [O:50]=[S:47]1(=[O:51])[CH2:48][CH2:49][N:44]([CH2:43][CH2:42][NH:1][C@:2]23[CH2:37][CH2:36][C@@H:35]([CH:38]([CH3:40])[CH3:39])[C@@H:3]2[C@@H:4]2[C@@:17]([CH3:20])([CH2:18][CH2:19]3)[C@@:16]3([CH3:21])[C@@H:7]([C@:8]4([CH3:34])[C@@H:13]([CH2:14][CH2:15]3)[C:12]([CH3:22])([CH3:23])[C@@H:11]([C:24]3[CH:25]=[CH:26][C:27]([C:28]([O:30][CH3:31])=[O:29])=[CH:32][CH:33]=3)[CH2:10][CH2:9]4)[CH2:6][CH2:5]2)[CH2:45][CH2:46]1. (3) Given the reactants [C:1]([C:4]1[CH:9]=[CH:8][C:7]([C@@H:10]2[NH:14][CH:13]([C:15]([OH:17])=[O:16])[CH2:12][S:11]2)=[CH:6][CH:5]=1)(=[O:3])[CH3:2].CCN(C(C)C)C(C)C.Cl[C:28]([O:30][CH2:31][C:32]1[CH:37]=[CH:36][CH:35]=[CH:34][CH:33]=1)=[O:29], predict the reaction product. The product is: [CH2:31]([O:30][C:28]([N:14]1[CH:13]([C:15]([OH:17])=[O:16])[CH2:12][S:11][C@@H:10]1[C:7]1[CH:6]=[CH:5][C:4]([C:1](=[O:3])[CH3:2])=[CH:9][CH:8]=1)=[O:29])[C:32]1[CH:37]=[CH:36][CH:35]=[CH:34][CH:33]=1. (4) Given the reactants [Cl:1][C:2]1[C:7]([C:8]([OH:10])=[O:9])=[C:6]([CH3:11])[CH:5]=[C:4]([Cl:12])[N:3]=1.[C:13]([O-])([O-])=O.[K+].[K+].IC.O, predict the reaction product. The product is: [CH3:13][O:9][C:8]([C:7]1[C:2]([Cl:1])=[N:3][C:4]([Cl:12])=[CH:5][C:6]=1[CH3:11])=[O:10]. (5) Given the reactants N([O-])=O.[Na+].N[C:6]1[C:7]([C:15]2[CH:20]=[CH:19][C:18]([Cl:21])=[CH:17][C:16]=2[Cl:22])=[N:8][S:9][C:10]=1[C:11]([O:13][CH3:14])=[O:12].N#N, predict the reaction product. The product is: [Cl:22][C:16]1[CH:17]=[C:18]([Cl:21])[CH:19]=[CH:20][C:15]=1[C:7]1[CH:6]=[C:10]([C:11]([O:13][CH3:14])=[O:12])[S:9][N:8]=1. (6) The product is: [Cl:1][C:2]1[CH:3]=[CH:4][C:5]2[N:6]([C:8]([CH2:17][NH:18][C:19]3[N:24]=[C:23]([N:25]4[CH2:30][CH2:29][CH2:60][C@@H:59]4[CH2:63][OH:64])[CH:22]=[CH:21][N:20]=3)=[C:9]([C:11]3[CH:16]=[CH:15][CH:14]=[CH:13][CH:12]=3)[N:10]=2)[CH:7]=1. Given the reactants [Cl:1][C:2]1[CH:3]=[CH:4][C:5]2[N:6]([C:8]([CH2:17][NH:18][C:19]3[N:24]=[C:23]([N:25]4[CH2:30][CH2:29]C(C)(O)CC4)[CH:22]=[CH:21][N:20]=3)=[C:9]([C:11]3[CH:16]=[CH:15][CH:14]=[CH:13][CH:12]=3)[N:10]=2)[CH:7]=1.ClC1C=CN=C(NCC2N3C=C(Cl)C=CC3=NC=2C2C=CC=CC=2)N=1.N1CC[CH2:60][C@@H:59]1[CH2:63][OH:64], predict the reaction product. (7) Given the reactants COC1C=C(OC)C=CC=1C[N:6]([C:35]1[CH:40]=[CH:39][N:38]=[CH:37][N:36]=1)[S:7]([C:10]1[CH:15]=[CH:14][C:13]([O:16][C@H:17]2[CH2:22][CH2:21][CH2:20][CH2:19][C@@H:18]2[C:23]2[CH:24]=[N:25][N:26](C3CCCCO3)[CH:27]=2)=[CH:12][C:11]=1[F:34])(=[O:9])=[O:8].C([SiH](CC)CC)C.FC(F)(F)C(O)=O.ClCCl, predict the reaction product. The product is: [F:34][C:11]1[CH:12]=[C:13]([O:16][C@H:17]2[CH2:22][CH2:21][CH2:20][CH2:19][C@@H:18]2[C:23]2[CH:24]=[N:25][NH:26][CH:27]=2)[CH:14]=[CH:15][C:10]=1[S:7]([NH:6][C:35]1[CH:40]=[CH:39][N:38]=[CH:37][N:36]=1)(=[O:8])=[O:9]. (8) Given the reactants C(N(CC)CC)C.O.Cl.[NH:10]1[CH2:15][CH2:14][C:13](=[O:16])[CH2:12][CH2:11]1.[CH3:17][Si:18]([C:21]#[CH:22])([CH3:20])[CH3:19].[CH:23](=O)[CH2:24][CH2:25][CH2:26][CH2:27][CH3:28], predict the reaction product. The product is: [CH3:17][Si:18]([CH3:20])([CH3:19])[C:21]#[C:22][CH:23]([N:10]1[CH2:15][CH2:14][C:13](=[O:16])[CH2:12][CH2:11]1)[CH2:24][CH2:25][CH2:26][CH2:27][CH3:28].